Dataset: Full USPTO retrosynthesis dataset with 1.9M reactions from patents (1976-2016). Task: Predict the reactants needed to synthesize the given product. (1) The reactants are: [CH3:13][C:12]([O:11][C:9](O[C:9]([O:11][C:12]([CH3:15])([CH3:14])[CH3:13])=[O:10])=[O:10])([CH3:15])[CH3:14].[Cl:16][C:17]1[CH:22]=[CH:21][C:20]([NH:23][C:24](=[O:42])[CH2:25][CH2:26][C:27]2[CH:32]=[CH:31][CH:30]=[C:29]([O:33][C:34]3[CH:39]=[CH:38][N:37]=[C:36]([C:40]#[N:41])[CH:35]=3)[CH:28]=2)=[CH:19][C:18]=1[C:43]([F:46])([F:45])[F:44]. Given the product [Cl:16][C:17]1[CH:22]=[CH:21][C:20]([NH:23][C:24](=[O:42])[CH2:25][CH2:26][C:27]2[CH:28]=[C:29]([CH:30]=[CH:31][CH:32]=2)[O:33][C:34]2[CH:39]=[CH:38][N:37]=[C:36]([CH2:40][NH:41][C:9](=[O:10])[O:11][C:12]([CH3:13])([CH3:14])[CH3:15])[CH:35]=2)=[CH:19][C:18]=1[C:43]([F:46])([F:44])[F:45], predict the reactants needed to synthesize it. (2) Given the product [NH2:1][C:2]1[O:15][C:14]2[C:13]3[C:8](=[CH:9][CH:10]=[C:11]([NH:16][C:30](=[O:32])[CH3:31])[N:12]=3)[CH:7]=[CH:6][C:5]=2[CH:4]([C:17]2[CH:22]=[C:21]([O:23][CH3:24])[C:20]([O:25][CH3:26])=[C:19]([Br:27])[CH:18]=2)[C:3]=1[C:28]#[N:29], predict the reactants needed to synthesize it. The reactants are: [NH2:1][C:2]1[O:15][C:14]2[C:13]3[C:8](=[CH:9][CH:10]=[C:11]([NH2:16])[N:12]=3)[CH:7]=[CH:6][C:5]=2[CH:4]([C:17]2[CH:22]=[C:21]([O:23][CH3:24])[C:20]([O:25][CH3:26])=[C:19]([Br:27])[CH:18]=2)[C:3]=1[C:28]#[N:29].[C:30](OC(=O)C)(=[O:32])[CH3:31]. (3) The reactants are: [CH3:1][C:2]1[C:7]([CH2:8][OH:9])=[CH:6][CH:5]=[CH:4][C:3]=1[C:10]1[C:15]([CH3:16])=[CH:14][C:13]([O:17][C@H:18]2[CH2:22][CH2:21][O:20][CH2:19]2)=[CH:12][C:11]=1[CH3:23].O[C:25]1[CH:38]=[CH:37][C:28]2[C@H:29]([CH2:32][C:33]([O:35][CH3:36])=[O:34])[CH2:30][O:31][C:27]=2[CH:26]=1.C1(P(C2C=CC=CC=2)C2C=CC=CC=2)C=CC=CC=1.N(C(OC(C)C)=O)=NC(OC(C)C)=O. Given the product [CH3:1][C:2]1[C:7]([CH2:8][O:9][C:25]2[CH:38]=[CH:37][C:28]3[C@H:29]([CH2:32][C:33]([O:35][CH3:36])=[O:34])[CH2:30][O:31][C:27]=3[CH:26]=2)=[CH:6][CH:5]=[CH:4][C:3]=1[C:10]1[C:11]([CH3:23])=[CH:12][C:13]([O:17][C@H:18]2[CH2:22][CH2:21][O:20][CH2:19]2)=[CH:14][C:15]=1[CH3:16], predict the reactants needed to synthesize it. (4) Given the product [F:1][C:2]1[CH:3]=[C:4]2[C:8](=[CH:9][CH:10]=1)[NH:7][C:6](=[O:11])[C:5]2=[C:26]1[O:25][CH:24]([CH3:22])[C:28]2[S:29][CH:30]=[CH:31][C:27]1=2, predict the reactants needed to synthesize it. The reactants are: [F:1][C:2]1[CH:3]=[C:4]2[C:8](=[CH:9][CH:10]=1)[NH:7][C:6](=[O:11])[CH2:5]2.C[Si]([N-][Si](C)(C)C)(C)C.[Li+].[CH2:22]([CH:24]1[C:28]2[S:29][CH:30]=[CH:31][C:27]=2[C:26](=O)[O:25]1)C.Cl. (5) Given the product [Cl:1][C:2]1[C:7]([C:8]2([C:9]#[N:10])[CH2:15][CH2:14][CH2:13][CH2:12]2)=[CH:6][CH:5]=[CH:4][N:3]=1, predict the reactants needed to synthesize it. The reactants are: [Cl:1][C:2]1[C:7]([CH2:8][C:9]#[N:10])=[CH:6][CH:5]=[CH:4][N:3]=1.Br[CH2:12][CH2:13][CH2:14][CH2:15]Br.C[Si]([N-][Si](C)(C)C)(C)C.[Na+].